This data is from NCI-60 drug combinations with 297,098 pairs across 59 cell lines. The task is: Regression. Given two drug SMILES strings and cell line genomic features, predict the synergy score measuring deviation from expected non-interaction effect. Drug 1: CS(=O)(=O)CCNCC1=CC=C(O1)C2=CC3=C(C=C2)N=CN=C3NC4=CC(=C(C=C4)OCC5=CC(=CC=C5)F)Cl. Drug 2: CC1C(C(CC(O1)OC2CC(CC3=C2C(=C4C(=C3O)C(=O)C5=CC=CC=C5C4=O)O)(C(=O)C)O)N)O. Cell line: UACC-257. Synergy scores: CSS=46.8, Synergy_ZIP=4.15, Synergy_Bliss=2.85, Synergy_Loewe=-38.2, Synergy_HSA=2.18.